The task is: Regression. Given a peptide amino acid sequence and an MHC pseudo amino acid sequence, predict their binding affinity value. This is MHC class I binding data.. This data is from Peptide-MHC class I binding affinity with 185,985 pairs from IEDB/IMGT. (1) The peptide sequence is PTRNENTRY. The binding affinity (normalized) is 0.204. The MHC is HLA-A01:01 with pseudo-sequence HLA-A01:01. (2) The peptide sequence is LPNRRHHLI. The MHC is HLA-A26:01 with pseudo-sequence HLA-A26:01. The binding affinity (normalized) is 0.0847. (3) The peptide sequence is FSLVMINVI. The MHC is H-2-Kb with pseudo-sequence H-2-Kb. The binding affinity (normalized) is 0.410. (4) The peptide sequence is EVEDYGFGMF. The binding affinity (normalized) is 0.605. The MHC is HLA-A26:01 with pseudo-sequence HLA-A26:01. (5) The peptide sequence is RVMAPRALL. The MHC is HLA-C07:01 with pseudo-sequence HLA-C07:01. The binding affinity (normalized) is 0.640.